This data is from Reaction yield outcomes from USPTO patents with 853,638 reactions. The task is: Predict the reaction yield, written as a fraction of the theoretical maximum amount of product (1.0 means a 100% yield; for example, 0.34 means a 34% yield). (1) The reactants are [F:1][C:2]1[CH:10]=[CH:9][C:5]([C:6](Cl)=[O:7])=[CH:4][CH:3]=1.[N+:11]([C:14]1[O:18][C:17]([C:19]([N:21]2[CH2:26][CH2:25][NH:24][CH2:23][CH2:22]2)=[O:20])=[CH:16][CH:15]=1)([O-:13])=[O:12]. The catalyst is C(Cl)Cl.CCN(CC)CC. The product is [F:1][C:2]1[CH:10]=[CH:9][C:5]([C:6]([N:24]2[CH2:25][CH2:26][N:21]([C:19]([C:17]3[O:18][C:14]([N+:11]([O-:13])=[O:12])=[CH:15][CH:16]=3)=[O:20])[CH2:22][CH2:23]2)=[O:7])=[CH:4][CH:3]=1. The yield is 0.770. (2) The reactants are [CH2:1]([C:3]1[CH:8]=[CH:7][CH:6]=[C:5]([CH2:9][CH3:10])[C:4]=1[NH:11][C:12]([C:14]1[C:18]2[CH2:19][CH2:20][CH2:21][C:22]3[C:23](=[N:24][C:25]([NH:28][C:29]4[CH:37]=[CH:36][C:32]([C:33]([OH:35])=O)=[CH:31][C:30]=4[O:38][CH3:39])=[N:26][CH:27]=3)[C:17]=2[N:16]([CH3:40])[N:15]=1)=[O:13])[CH3:2].CCN(C(C)C)C(C)C.CN(C(ON1N=NC2C=CC=CC1=2)=[N+](C)C)C.[B-](F)(F)(F)F.[CH3:72][N:73]1[CH2:78][CH2:77][CH:76]([NH2:79])[CH2:75][CH2:74]1. The catalyst is CN(C=O)C.O. The product is [CH2:9]([C:5]1[CH:6]=[CH:7][CH:8]=[C:3]([CH2:1][CH3:2])[C:4]=1[NH:11][C:12]([C:14]1[C:18]2[CH2:19][CH2:20][CH2:21][C:22]3[C:23](=[N:24][C:25]([NH:28][C:29]4[CH:37]=[CH:36][C:32]([C:33](=[O:35])[NH:79][CH:76]5[CH2:77][CH2:78][N:73]([CH3:72])[CH2:74][CH2:75]5)=[CH:31][C:30]=4[O:38][CH3:39])=[N:26][CH:27]=3)[C:17]=2[N:16]([CH3:40])[N:15]=1)=[O:13])[CH3:10]. The yield is 0.720.